Dataset: Forward reaction prediction with 1.9M reactions from USPTO patents (1976-2016). Task: Predict the product of the given reaction. (1) Given the reactants [F:1][C:2]1[CH:3]=[C:4]([C@H:9]([NH:12][C:13](=[O:29])[O:14][CH2:15][CH:16]2[C:28]3[CH:27]=[CH:26][CH:25]=[CH:24][C:23]=3[C:22]3[C:17]2=[CH:18][CH:19]=[CH:20][CH:21]=3)[CH2:10][OH:11])[CH:5]=[C:6]([I:8])[CH:7]=1.N1C=CN=C1.Cl.N1C=CN=C1.C(N(C(C)C)[P:45]([O:51][C:52]([CH3:55])([CH3:54])[CH3:53])[O:46][C:47]([CH3:50])([CH3:49])[CH3:48])(C)C.OO.S([O-])([O-])(=[O:63])=S.[Na+].[Na+], predict the reaction product. The product is: [C:52]([O:51][P:45]([O:11][CH2:10][C@@H:9]([NH:12][C:13](=[O:29])[O:14][CH2:15][CH:16]1[C:28]2[CH:27]=[CH:26][CH:25]=[CH:24][C:23]=2[C:22]2[C:17]1=[CH:18][CH:19]=[CH:20][CH:21]=2)[C:4]1[CH:5]=[C:6]([I:8])[CH:7]=[C:2]([F:1])[CH:3]=1)([O:46][C:47]([CH3:48])([CH3:49])[CH3:50])=[O:63])([CH3:53])([CH3:54])[CH3:55]. (2) Given the reactants [Cl:1][C:2]1[CH:10]=[C:9]2[C:5]([C:6]3([C@@H:15]([C:16]4[CH:21]=[CH:20][N:19]=[C:18]([Cl:22])[C:17]=4[F:23])[C@H:14]([C:24](O)=[O:25])[NH:13][C:12]43[CH2:31][CH2:30][C:29]([CH3:33])([CH3:32])[CH2:28][CH2:27]4)[C:7](=[O:11])[NH:8]2)=[CH:4][CH:3]=1.Cl.[NH2:35][C@H:36]1[CH2:41][CH2:40][C@H:39]([C:42]([N:44]([CH3:46])[CH3:45])=[O:43])[CH2:38][CH2:37]1, predict the reaction product. The product is: [Cl:1][C:2]1[CH:10]=[C:9]2[C:5]([C@@:6]3([C@@H:15]([C:16]4[CH:21]=[CH:20][N:19]=[C:18]([Cl:22])[C:17]=4[F:23])[C@H:14]([C:24]([NH:35][C@H:36]4[CH2:37][CH2:38][C@H:39]([C:42](=[O:43])[N:44]([CH3:45])[CH3:46])[CH2:40][CH2:41]4)=[O:25])[NH:13][C:12]43[CH2:27][CH2:28][C:29]([CH3:32])([CH3:33])[CH2:30][CH2:31]4)[C:7](=[O:11])[NH:8]2)=[CH:4][CH:3]=1.